This data is from Forward reaction prediction with 1.9M reactions from USPTO patents (1976-2016). The task is: Predict the product of the given reaction. (1) Given the reactants Br[C:2]1[CH:3]=[C:4]([C:8]([C:10]2[CH:15]=[CH:14][C:13]([CH2:16][N:17]3[CH:21]=[C:20]([CH3:22])[CH:19]=[N:18]3)=[CH:12][CH:11]=2)=[O:9])[CH:5]=[N:6][CH:7]=1.[C:23]([Zn]C#N)#[N:24], predict the reaction product. The product is: [CH3:22][C:20]1[CH:19]=[N:18][N:17]([CH2:16][C:13]2[CH:14]=[CH:15][C:10]([C:8]([C:4]3[CH:5]=[N:6][CH:7]=[C:2]([CH:3]=3)[C:23]#[N:24])=[O:9])=[CH:11][CH:12]=2)[CH:21]=1. (2) Given the reactants [CH3:1][O:2][C:3]1[C:8]2[C:9](=[N:12]O)[CH2:10][O:11][C:7]=2[CH:6]=[CH:5][CH:4]=1.[H][H], predict the reaction product. The product is: [CH3:1][O:2][C:3]1[C:8]2[CH:9]([NH2:12])[CH2:10][O:11][C:7]=2[CH:6]=[CH:5][CH:4]=1.